From a dataset of Forward reaction prediction with 1.9M reactions from USPTO patents (1976-2016). Predict the product of the given reaction. (1) The product is: [CH3:1][O:2][C:3]1[CH:4]=[C:5]([CH:11]2[CH2:16][CH:15]([C:17]([F:20])([F:18])[F:19])[N:14]3[N:21]=[C:22]([C:24]4[CH:25]=[C:26]([CH:30]=[CH:31][CH:32]=4)[C:27]([N:36]4[CH2:37][CH2:38][N:33]([C:39]([O:41][C:42]([CH3:45])([CH3:44])[CH3:43])=[O:40])[CH2:34][CH2:35]4)=[O:28])[CH:23]=[C:13]3[NH:12]2)[CH:6]=[CH:7][C:8]=1[O:9][CH3:10]. Given the reactants [CH3:1][O:2][C:3]1[CH:4]=[C:5]([CH:11]2[CH2:16][CH:15]([C:17]([F:20])([F:19])[F:18])[N:14]3[N:21]=[C:22]([C:24]4[CH:25]=[C:26]([CH:30]=[CH:31][CH:32]=4)[C:27](O)=[O:28])[CH:23]=[C:13]3[NH:12]2)[CH:6]=[CH:7][C:8]=1[O:9][CH3:10].[N:33]1([C:39]([O:41][C:42]([CH3:45])([CH3:44])[CH3:43])=[O:40])[CH2:38][CH2:37][NH:36][CH2:35][CH2:34]1, predict the reaction product. (2) The product is: [Cl:19][C:17]1[CH:16]=[CH:15][C:14]2[N:8]([CH2:7][C:6]([CH3:50])([CH3:51])[CH2:5][OH:4])[C:9](=[O:49])[C@@H:10]([CH2:30][C:31]([NH:33][C:34]3[CH:35]=[CH:36][C:37]4[O:41][C:40]([C:42]([OH:44])=[O:43])=[C:39]([CH3:47])[C:38]=4[CH:48]=3)=[O:32])[O:11][C@H:12]([C:20]3[CH:25]=[CH:24][CH:23]=[C:22]([O:26][CH3:27])[C:21]=3[O:28][CH3:29])[C:13]=2[CH:18]=1. Given the reactants C([O:4][CH2:5][C:6]([CH3:51])([CH3:50])[CH2:7][N:8]1[C:14]2[CH:15]=[CH:16][C:17]([Cl:19])=[CH:18][C:13]=2[C@@H:12]([C:20]2[CH:25]=[CH:24][CH:23]=[C:22]([O:26][CH3:27])[C:21]=2[O:28][CH3:29])[O:11][C@H:10]([CH2:30][C:31]([NH:33][C:34]2[CH:35]=[CH:36][C:37]3[O:41][C:40]([C:42]([O:44]CC)=[O:43])=[C:39]([CH3:47])[C:38]=3[CH:48]=2)=[O:32])[C:9]1=[O:49])(=O)C.[OH-].[Na+].Cl, predict the reaction product. (3) Given the reactants [Cl:1][C:2]1[CH:3]=[C:4]([CH:10]([C:23]([F:26])([F:25])[F:24])/[CH:11]=[CH:12]/[C:13]2[CH:14]=[C:15]3[C:19](=[CH:20][CH:21]=2)[C:18](=[O:22])[CH2:17][CH2:16]3)[CH:5]=[C:6]([Cl:9])[C:7]=1[F:8].[B-](F)(F)(F)[F:28].[B-](F)(F)(F)F.C1[N+]2(CCl)CC[N+](F)(CC2)C1, predict the reaction product. The product is: [Cl:1][C:2]1[CH:3]=[C:4]([CH:10]([C:23]([F:25])([F:26])[F:24])/[CH:11]=[CH:12]/[C:13]2[CH:14]=[C:15]3[C:19](=[CH:20][CH:21]=2)[C:18](=[O:22])[CH:17]([F:28])[CH2:16]3)[CH:5]=[C:6]([Cl:9])[C:7]=1[F:8]. (4) Given the reactants [CH2:1]([NH:3][CH2:4][CH2:5][NH2:6])[CH3:2].[C:7](O[C:7]([O:9][C:10]([CH3:13])([CH3:12])[CH3:11])=[O:8])([O:9][C:10]([CH3:13])([CH3:12])[CH3:11])=[O:8], predict the reaction product. The product is: [CH2:1]([NH:3][CH2:4][CH2:5][NH:6][C:7](=[O:8])[O:9][C:10]([CH3:13])([CH3:12])[CH3:11])[CH3:2]. (5) Given the reactants [CH2:1]([O:3][C:4]([N:6]1[CH2:11][CH2:10][CH:9]([NH:12][CH2:13][C:14]2[CH:19]=[CH:18][N:17]=[C:16]([C:20]3[CH:25]=[C:24]([O:26][CH3:27])[C:23]([O:28][CH3:29])=[C:22]([O:30][CH3:31])[CH:21]=3)[CH:15]=2)[CH2:8][CH2:7]1)=[O:5])[CH3:2].C(=O)([O-])[O-].[K+].[K+].I[CH2:39][CH3:40], predict the reaction product. The product is: [CH2:1]([O:3][C:4]([N:6]1[CH2:11][CH2:10][CH:9]([N:12]([CH2:39][CH3:40])[CH2:13][C:14]2[CH:19]=[CH:18][N:17]=[C:16]([C:20]3[CH:21]=[C:22]([O:30][CH3:31])[C:23]([O:28][CH3:29])=[C:24]([O:26][CH3:27])[CH:25]=3)[CH:15]=2)[CH2:8][CH2:7]1)=[O:5])[CH3:2].